Dataset: NCI-60 drug combinations with 297,098 pairs across 59 cell lines. Task: Regression. Given two drug SMILES strings and cell line genomic features, predict the synergy score measuring deviation from expected non-interaction effect. (1) Drug 1: CC1=C(C(CCC1)(C)C)C=CC(=CC=CC(=CC(=O)O)C)C. Drug 2: C1=CC=C(C=C1)NC(=O)CCCCCCC(=O)NO. Cell line: SNB-19. Synergy scores: CSS=-2.26, Synergy_ZIP=1.15, Synergy_Bliss=-2.73, Synergy_Loewe=-19.3, Synergy_HSA=-16.8. (2) Drug 1: CC1=CC=C(C=C1)C2=CC(=NN2C3=CC=C(C=C3)S(=O)(=O)N)C(F)(F)F. Drug 2: CCC(=C(C1=CC=CC=C1)C2=CC=C(C=C2)OCCN(C)C)C3=CC=CC=C3.C(C(=O)O)C(CC(=O)O)(C(=O)O)O. Cell line: NCI-H226. Synergy scores: CSS=7.47, Synergy_ZIP=-5.84, Synergy_Bliss=-3.77, Synergy_Loewe=-5.85, Synergy_HSA=-4.70. (3) Drug 1: CCCCCOC(=O)NC1=NC(=O)N(C=C1F)C2C(C(C(O2)C)O)O. Drug 2: CC1C(C(CC(O1)OC2CC(CC3=C2C(=C4C(=C3O)C(=O)C5=C(C4=O)C(=CC=C5)OC)O)(C(=O)CO)O)N)O.Cl. Cell line: RPMI-8226. Synergy scores: CSS=37.1, Synergy_ZIP=-3.52, Synergy_Bliss=-5.95, Synergy_Loewe=-26.1, Synergy_HSA=-6.35. (4) Synergy scores: CSS=48.8, Synergy_ZIP=-0.0898, Synergy_Bliss=-0.286, Synergy_Loewe=-41.2, Synergy_HSA=0.771. Drug 2: C(CN)CNCCSP(=O)(O)O. Drug 1: C1C(C(OC1N2C=NC3=C(N=C(N=C32)Cl)N)CO)O. Cell line: HL-60(TB). (5) Drug 1: CC1=C2C(C(=O)C3(C(CC4C(C3C(C(C2(C)C)(CC1OC(=O)C(C(C5=CC=CC=C5)NC(=O)OC(C)(C)C)O)O)OC(=O)C6=CC=CC=C6)(CO4)OC(=O)C)OC)C)OC. Drug 2: CC12CCC(CC1=CCC3C2CCC4(C3CC=C4C5=CN=CC=C5)C)O. Cell line: SR. Synergy scores: CSS=73.6, Synergy_ZIP=4.28, Synergy_Bliss=3.11, Synergy_Loewe=-4.83, Synergy_HSA=4.43. (6) Drug 1: C1=C(C(=O)NC(=O)N1)F. Drug 2: CC1CCC2CC(C(=CC=CC=CC(CC(C(=O)C(C(C(=CC(C(=O)CC(OC(=O)C3CCCCN3C(=O)C(=O)C1(O2)O)C(C)CC4CCC(C(C4)OC)O)C)C)O)OC)C)C)C)OC. Cell line: MCF7. Synergy scores: CSS=31.2, Synergy_ZIP=-10.2, Synergy_Bliss=-8.24, Synergy_Loewe=2.38, Synergy_HSA=3.77. (7) Drug 1: CC(C1=C(C=CC(=C1Cl)F)Cl)OC2=C(N=CC(=C2)C3=CN(N=C3)C4CCNCC4)N. Drug 2: C1C(C(OC1N2C=NC3=C2NC=NCC3O)CO)O. Cell line: A549. Synergy scores: CSS=15.5, Synergy_ZIP=-6.15, Synergy_Bliss=-2.01, Synergy_Loewe=-2.46, Synergy_HSA=-2.45.